From a dataset of NCI-60 drug combinations with 297,098 pairs across 59 cell lines. Regression. Given two drug SMILES strings and cell line genomic features, predict the synergy score measuring deviation from expected non-interaction effect. (1) Drug 1: C1CCC(C(C1)N)N.C(=O)(C(=O)[O-])[O-].[Pt+4]. Drug 2: CC12CCC3C(C1CCC2OP(=O)(O)O)CCC4=C3C=CC(=C4)OC(=O)N(CCCl)CCCl.[Na+]. Cell line: SK-MEL-5. Synergy scores: CSS=20.9, Synergy_ZIP=-1.23, Synergy_Bliss=5.55, Synergy_Loewe=-13.6, Synergy_HSA=0.223. (2) Drug 1: C1=CC(=CC=C1CC(C(=O)O)N)N(CCCl)CCCl.Cl. Drug 2: CC1C(C(CC(O1)OC2CC(CC3=C2C(=C4C(=C3O)C(=O)C5=C(C4=O)C(=CC=C5)OC)O)(C(=O)CO)O)N)O.Cl. Cell line: SF-268. Synergy scores: CSS=47.9, Synergy_ZIP=-1.36, Synergy_Bliss=2.60, Synergy_Loewe=-11.4, Synergy_HSA=2.86. (3) Drug 1: CC12CCC3C(C1CCC2O)C(CC4=C3C=CC(=C4)O)CCCCCCCCCS(=O)CCCC(C(F)(F)F)(F)F. Drug 2: C1=CN(C=N1)CC(O)(P(=O)(O)O)P(=O)(O)O. Cell line: HS 578T. Synergy scores: CSS=-3.15, Synergy_ZIP=1.04, Synergy_Bliss=-0.301, Synergy_Loewe=-2.71, Synergy_HSA=-2.53. (4) Drug 1: CC12CCC3C(C1CCC2=O)CC(=C)C4=CC(=O)C=CC34C. Drug 2: C(CCl)NC(=O)N(CCCl)N=O. Cell line: DU-145. Synergy scores: CSS=38.4, Synergy_ZIP=0.379, Synergy_Bliss=0.672, Synergy_Loewe=-1.05, Synergy_HSA=-1.64. (5) Drug 1: CC1C(C(=O)NC(C(=O)N2CCCC2C(=O)N(CC(=O)N(C(C(=O)O1)C(C)C)C)C)C(C)C)NC(=O)C3=C4C(=C(C=C3)C)OC5=C(C(=O)C(=C(C5=N4)C(=O)NC6C(OC(=O)C(N(C(=O)CN(C(=O)C7CCCN7C(=O)C(NC6=O)C(C)C)C)C)C(C)C)C)N)C. Drug 2: CC1=C(C(CCC1)(C)C)C=CC(=CC=CC(=CC(=O)O)C)C. Cell line: OVCAR-4. Synergy scores: CSS=14.0, Synergy_ZIP=0.870, Synergy_Bliss=8.81, Synergy_Loewe=6.25, Synergy_HSA=6.77. (6) Drug 1: CS(=O)(=O)C1=CC(=C(C=C1)C(=O)NC2=CC(=C(C=C2)Cl)C3=CC=CC=N3)Cl. Drug 2: C1CCN(CC1)CCOC2=CC=C(C=C2)C(=O)C3=C(SC4=C3C=CC(=C4)O)C5=CC=C(C=C5)O. Cell line: UACC-257. Synergy scores: CSS=2.91, Synergy_ZIP=6.62, Synergy_Bliss=6.85, Synergy_Loewe=3.85, Synergy_HSA=3.68.